Dataset: Forward reaction prediction with 1.9M reactions from USPTO patents (1976-2016). Task: Predict the product of the given reaction. Given the reactants [CH3:1][O:2][C:3](=[O:22])[C:4]1[CH:9]=[CH:8][C:7]([S:10](Cl)(=[O:12])=[O:11])=[C:6]([O:14][CH2:15][C:16]2[CH:21]=[CH:20][CH:19]=[CH:18][CH:17]=2)[CH:5]=1.[C:23]([O:27][C:28](=[O:38])[CH2:29][C@H:30]([NH2:37])[C:31]([N:33]([O:35][CH3:36])[CH3:34])=[O:32])([CH3:26])([CH3:25])[CH3:24].N1C=CC=CC=1, predict the reaction product. The product is: [CH3:1][O:2][C:3](=[O:22])[C:4]1[CH:9]=[CH:8][C:7]([S:10](=[O:12])(=[O:11])[NH:37][C@H:30]([C:31](=[O:32])[N:33]([O:35][CH3:36])[CH3:34])[CH2:29][C:28]([O:27][C:23]([CH3:24])([CH3:25])[CH3:26])=[O:38])=[C:6]([O:14][CH2:15][C:16]2[CH:21]=[CH:20][CH:19]=[CH:18][CH:17]=2)[CH:5]=1.